Dataset: Peptide-MHC class I binding affinity with 185,985 pairs from IEDB/IMGT. Task: Regression. Given a peptide amino acid sequence and an MHC pseudo amino acid sequence, predict their binding affinity value. This is MHC class I binding data. The peptide sequence is ATYGTAVNK. The binding affinity (normalized) is 0.0847. The MHC is HLA-B18:01 with pseudo-sequence HLA-B18:01.